Task: Regression. Given two drug SMILES strings and cell line genomic features, predict the synergy score measuring deviation from expected non-interaction effect.. Dataset: NCI-60 drug combinations with 297,098 pairs across 59 cell lines (1) Drug 1: C1=CC(=CC=C1CC(C(=O)O)N)N(CCCl)CCCl.Cl. Drug 2: CCN(CC)CCCC(C)NC1=C2C=C(C=CC2=NC3=C1C=CC(=C3)Cl)OC. Cell line: A549. Synergy scores: CSS=45.2, Synergy_ZIP=4.92, Synergy_Bliss=13.4, Synergy_Loewe=11.1, Synergy_HSA=12.0. (2) Drug 1: C1=NC2=C(N=C(N=C2N1C3C(C(C(O3)CO)O)F)Cl)N. Drug 2: C1C(C(OC1N2C=NC(=NC2=O)N)CO)O. Cell line: SN12C. Synergy scores: CSS=27.6, Synergy_ZIP=-7.83, Synergy_Bliss=3.00, Synergy_Loewe=-0.431, Synergy_HSA=-0.262. (3) Drug 1: C1CCN(CC1)CCOC2=CC=C(C=C2)C(=O)C3=C(SC4=C3C=CC(=C4)O)C5=CC=C(C=C5)O. Drug 2: C1CNP(=O)(OC1)N(CCCl)CCCl. Cell line: IGROV1. Synergy scores: CSS=-0.326, Synergy_ZIP=1.77, Synergy_Bliss=0.403, Synergy_Loewe=-1.46, Synergy_HSA=-2.34. (4) Drug 1: CC1=C(C=C(C=C1)C(=O)NC2=CC(=CC(=C2)C(F)(F)F)N3C=C(N=C3)C)NC4=NC=CC(=N4)C5=CN=CC=C5. Drug 2: C(CN)CNCCSP(=O)(O)O. Cell line: ACHN. Synergy scores: CSS=-3.88, Synergy_ZIP=3.84, Synergy_Bliss=1.90, Synergy_Loewe=-0.526, Synergy_HSA=-3.56. (5) Drug 1: C1=CC(=CC=C1CCC2=CNC3=C2C(=O)NC(=N3)N)C(=O)NC(CCC(=O)O)C(=O)O. Drug 2: CNC(=O)C1=NC=CC(=C1)OC2=CC=C(C=C2)NC(=O)NC3=CC(=C(C=C3)Cl)C(F)(F)F. Cell line: LOX IMVI. Synergy scores: CSS=44.9, Synergy_ZIP=-0.998, Synergy_Bliss=-3.57, Synergy_Loewe=-2.90, Synergy_HSA=0.350. (6) Drug 1: CC1C(C(CC(O1)OC2CC(CC3=C2C(=C4C(=C3O)C(=O)C5=C(C4=O)C(=CC=C5)OC)O)(C(=O)CO)O)N)O.Cl. Drug 2: CC1=CC2C(CCC3(C2CCC3(C(=O)C)OC(=O)C)C)C4(C1=CC(=O)CC4)C. Cell line: ACHN. Synergy scores: CSS=-0.339, Synergy_ZIP=0.000941, Synergy_Bliss=2.26, Synergy_Loewe=1.33, Synergy_HSA=0.969. (7) Drug 1: CN(C)N=NC1=C(NC=N1)C(=O)N. Drug 2: CC1=C(C=C(C=C1)NC(=O)C2=CC=C(C=C2)CN3CCN(CC3)C)NC4=NC=CC(=N4)C5=CN=CC=C5. Cell line: SR. Synergy scores: CSS=-4.11, Synergy_ZIP=-0.817, Synergy_Bliss=-3.27, Synergy_Loewe=-4.51, Synergy_HSA=-4.02.